From a dataset of Catalyst prediction with 721,799 reactions and 888 catalyst types from USPTO. Predict which catalyst facilitates the given reaction. (1) The catalyst class is: 8. Reactant: C([O:3][C:4]([C:6]1([CH2:27][CH:28]2[CH2:30][CH2:29]2)[CH2:11][CH2:10][N:9]([C:12]([C:14]2[CH:19]=[CH:18][C:17]([C:20]3[CH:25]=[CH:24][C:23]([F:26])=[CH:22][CH:21]=3)=[CH:16][CH:15]=2)=[O:13])[CH2:8][CH2:7]1)=[O:5])C.[OH-].[Na+].Cl. Product: [CH:28]1([CH2:27][C:6]2([C:4]([OH:5])=[O:3])[CH2:11][CH2:10][N:9]([C:12]([C:14]3[CH:19]=[CH:18][C:17]([C:20]4[CH:21]=[CH:22][C:23]([F:26])=[CH:24][CH:25]=4)=[CH:16][CH:15]=3)=[O:13])[CH2:8][CH2:7]2)[CH2:30][CH2:29]1. (2) Reactant: [CH3:1][O:2][CH2:3][C@@H:4]1[NH:10][CH2:9][C:8]2[CH:11]=[CH:12][C:13]([C:15]([O:17][CH3:18])=[O:16])=[CH:14][C:7]=2[O:6][CH2:5]1.[C:19]1(B(O)O)[CH:24]=[CH:23][CH:22]=[CH:21][CH:20]=1.CCN(CC)CC. Product: [CH3:1][O:2][CH2:3][C@@H:4]1[N:10]([C:19]2[CH:24]=[CH:23][CH:22]=[CH:21][CH:20]=2)[CH2:9][C:8]2[CH:11]=[CH:12][C:13]([C:15]([O:17][CH3:18])=[O:16])=[CH:14][C:7]=2[O:6][CH2:5]1. The catalyst class is: 749. (3) Reactant: C[O:2][C:3](=O)[CH2:4][S:5][C:6]1[S:7][CH:8]=[CH:9][CH:10]=1.[NH2:12][NH2:13]. Product: [S:7]1[CH:8]=[CH:9][CH:10]=[C:6]1[S:5][CH2:4][C:3]([NH:12][NH2:13])=[O:2]. The catalyst class is: 5.